This data is from Full USPTO retrosynthesis dataset with 1.9M reactions from patents (1976-2016). The task is: Predict the reactants needed to synthesize the given product. (1) Given the product [CH3:20][C:15]1[N:14]([C:11]2[CH:12]=[CH:13][C:8]([CH:6]3[CH2:5][O:7]3)=[CH:9][N:10]=2)[C:18]([CH3:19])=[CH:17][CH:16]=1, predict the reactants needed to synthesize it. The reactants are: O.[BH4-].[Na+].Cl[CH2:5][C:6]([C:8]1[CH:9]=[N:10][C:11]([N:14]2[C:18]([CH3:19])=[CH:17][CH:16]=[C:15]2[CH3:20])=[CH:12][CH:13]=1)=[O:7]. (2) Given the product [CH2:1]([O:8][C:9]1[CH:14]=[CH:13][C:12]([Br:15])=[CH:11][C:10]=1[CH2:16][CH2:17][NH:19][C:20]1[CH:21]=[CH:22][C:23]([C:24]([O:26][CH2:27][CH3:28])=[O:25])=[CH:29][CH:30]=1)[C:2]1[CH:3]=[CH:4][CH:5]=[CH:6][CH:7]=1, predict the reactants needed to synthesize it. The reactants are: [CH2:1]([O:8][C:9]1[CH:14]=[CH:13][C:12]([Br:15])=[CH:11][C:10]=1[CH2:16][C:17]([NH:19][C:20]1[CH:30]=[CH:29][C:23]([C:24]([O:26][CH2:27][CH3:28])=[O:25])=[CH:22][CH:21]=1)=O)[C:2]1[CH:7]=[CH:6][CH:5]=[CH:4][CH:3]=1. (3) The reactants are: [N+:1]([C:4]1[CH:13]=[CH:12][CH:11]=[C:10]2[C:5]=1[CH:6]=[CH:7][C:8](Cl)=[N:9]2)([O-])=O.[F:15][C:16]1[CH:17]=[C:18]([S:24](Cl)(=[O:26])=[O:25])[CH:19]=[C:20]([F:23])[C:21]=1[F:22].[CH3:28][O:29][C:30]1[CH:38]=[CH:37][CH:36]=[CH:35][C:31]=1[C@H:32]([NH2:34])[CH3:33]. Given the product [F:15][C:16]1[CH:17]=[C:18]([S:24]([NH:1][C:4]2[CH:13]=[CH:12][CH:11]=[C:10]3[C:5]=2[CH:6]=[CH:7][C:8]([NH:34][C@@H:32]([C:31]2[CH:35]=[CH:36][CH:37]=[CH:38][C:30]=2[O:29][CH3:28])[CH3:33])=[N:9]3)(=[O:26])=[O:25])[CH:19]=[C:20]([F:23])[C:21]=1[F:22], predict the reactants needed to synthesize it. (4) Given the product [CH3:1][O:2][C@@H:3]([C@@H:33]([N:38]([CH3:46])[C:39](=[O:45])[C@@H:40]([NH:41][C:60]([C@:55]1([CH3:63])[CH2:56][CH2:57][CH2:58][CH2:59][N:54]1[C:52]([O:51][C:47]([CH3:50])([CH3:49])[CH3:48])=[O:53])=[O:61])[CH:42]([CH3:44])[CH3:43])[C@@H:34]([CH3:37])[CH2:35][CH3:36])[CH2:4][C:5]([N:7]1[CH2:11][CH2:10][CH2:9][C@H:8]1[C@H:12]([O:31][CH3:32])[C@@H:13]([CH3:30])[C:14](=[O:29])[NH:15][C@H:16]([C:24]1[S:25][CH:26]=[CH:27][N:28]=1)[CH2:17][C:18]1[CH:19]=[CH:20][CH:21]=[CH:22][CH:23]=1)=[O:6], predict the reactants needed to synthesize it. The reactants are: [CH3:1][O:2][C@@H:3]([C@@H:33]([N:38]([CH3:46])[C:39](=[O:45])[C@H:40]([CH:42]([CH3:44])[CH3:43])[NH2:41])[C@@H:34]([CH3:37])[CH2:35][CH3:36])[CH2:4][C:5]([N:7]1[CH2:11][CH2:10][CH2:9][C@H:8]1[C@H:12]([O:31][CH3:32])[C@@H:13]([CH3:30])[C:14](=[O:29])[NH:15][C@H:16]([C:24]1[S:25][CH:26]=[CH:27][N:28]=1)[CH2:17][C:18]1[CH:23]=[CH:22][CH:21]=[CH:20][CH:19]=1)=[O:6].[C:47]([O:51][C:52]([N:54]1[CH2:59][CH2:58][CH2:57][CH2:56][C@@:55]1([CH3:63])[C:60](O)=[O:61])=[O:53])([CH3:50])([CH3:49])[CH3:48].CN(C(ON1N=NC2C=CC=NC1=2)=[N+](C)C)C.F[P-](F)(F)(F)(F)F.C(N(CC)C(C)C)(C)C.